This data is from Reaction yield outcomes from USPTO patents with 853,638 reactions. The task is: Predict the reaction yield, written as a fraction of the theoretical maximum amount of product (1.0 means a 100% yield; for example, 0.34 means a 34% yield). (1) The reactants are [C:1]([O:5][C:6]([N:8]1[CH2:12][CH2:11][CH2:10][CH:9]1[C:13]1[NH:14][C:15]([Br:19])=[C:16](Br)[N:17]=1)=[O:7])([CH3:4])([CH3:3])[CH3:2].C([Li])CCC.CCCCCC. The catalyst is O1CCCC1. The product is [C:1]([O:5][C:6]([N:8]1[CH2:12][CH2:11][CH2:10][CH:9]1[C:13]1[NH:17][CH:16]=[C:15]([Br:19])[N:14]=1)=[O:7])([CH3:4])([CH3:2])[CH3:3]. The yield is 0.520. (2) The reactants are [CH3:1][O:2][C:3]1[CH:11]=[CH:10][C:9]([I:12])=[C:8]2[C:4]=1[CH:5](O)[N:6](C(C)(C1C=CC=CC=1)C)[C:7]2=[O:13].FC(F)(F)C(O)=O.C([SiH](CC)CC)C. The catalyst is [N+](C)([O-])=O. The product is [CH3:1][O:2][C:3]1[CH:11]=[CH:10][C:9]([I:12])=[C:8]2[C:4]=1[CH2:5][NH:6][C:7]2=[O:13]. The yield is 0.780. (3) The reactants are [F:1][C:2]1([F:32])[CH2:7][CH2:6][N:5]([C:8]([C:10]2[NH:11][C:12]3[C:17]([CH:18]=2)=[CH:16][C:15]([C:19]([N:21]2[CH2:26][CH2:25][CH:24]([N:27]4[CH2:31][CH2:30][CH2:29][CH2:28]4)[CH2:23][CH2:22]2)=[O:20])=[CH:14][CH:13]=3)=[O:9])[CH2:4][CH2:3]1.[Cl:33][C:34]1[CH:39]=[C:38](B(O)O)[CH:37]=[CH:36][N:35]=1.N1C=CC=CC=1. The catalyst is ClCCl.C([O-])(=O)C.[Cu+2].C([O-])(=O)C. The product is [Cl:33][C:34]1[CH:39]=[C:38]([N:11]2[C:12]3[C:17](=[CH:16][C:15]([C:19]([N:21]4[CH2:22][CH2:23][CH:24]([N:27]5[CH2:31][CH2:30][CH2:29][CH2:28]5)[CH2:25][CH2:26]4)=[O:20])=[CH:14][CH:13]=3)[CH:18]=[C:10]2[C:8]([N:5]2[CH2:6][CH2:7][C:2]([F:1])([F:32])[CH2:3][CH2:4]2)=[O:9])[CH:37]=[CH:36][N:35]=1. The yield is 0.170. (4) The reactants are [Br:1][CH2:2][C:3]1[CH:8]=[CH:7][C:6]([CH2:9][C:10]([OH:12])=[O:11])=[CH:5][CH:4]=1.Cl[Si](C)(C)[CH3:15]. The catalyst is CO. The product is [Br:1][CH2:2][C:3]1[CH:4]=[CH:5][C:6]([CH2:9][C:10]([O:12][CH3:15])=[O:11])=[CH:7][CH:8]=1. The yield is 1.00. (5) The reactants are C[O:2][C:3](=[O:28])[C:4]1[CH:9]=[CH:8][C:7]([S:10][C:11]2[N:16]=[C:15]([N:17]3[CH2:20][CH2:19][CH2:18]3)[CH:14]=[C:13]([NH:21][C:22]3[NH:23][N:24]=[C:25]([CH3:27])[CH:26]=3)[N:12]=2)=[CH:6][CH:5]=1.[OH-].[Na+].O1CCCC1. The catalyst is CO. The product is [N:17]1([C:15]2[CH:14]=[C:13]([NH:21][C:22]3[NH:23][N:24]=[C:25]([CH3:27])[CH:26]=3)[N:12]=[C:11]([S:10][C:7]3[CH:8]=[CH:9][C:4]([C:3]([OH:28])=[O:2])=[CH:5][CH:6]=3)[N:16]=2)[CH2:18][CH2:19][CH2:20]1. The yield is 1.00. (6) The reactants are C1C=CC(P(C2C(C3C(P(C4C=CC=CC=4)C4C=CC=CC=4)=CC=C4C=3C=CC=C4)=C3C(C=CC=C3)=CC=2)C2C=CC=CC=2)=CC=1.[C:47]1([C:60]2[CH:65]=[CH:64][CH:63]=[CH:62][CH:61]=2)[CH:52]=[CH:51][CH:50]=[CH:49][C:48]=1[CH2:53][N:54]1[CH2:59][CH2:58][NH:57][CH2:56][CH2:55]1.Br[C:67]1[CH:95]=[CH:94][C:70]([CH2:71][N:72]2[C:76]3[CH:77]=[C:78]([CH3:81])[CH:79]=[CH:80][C:75]=3[N:74]([CH2:82][CH2:83][CH2:84][O:85][C:86]3[CH:91]=[CH:90][C:89]([F:92])=[CH:88][CH:87]=3)[C:73]2=[NH:93])=[CH:69][CH:68]=1.CC(C)([O-])C.[Na+]. The catalyst is C1(C)C=CC=CC=1.CC([O-])=O.CC([O-])=O.[Pd+2]. The product is [C:47]1([C:60]2[CH:65]=[CH:64][CH:63]=[CH:62][CH:61]=2)[CH:52]=[CH:51][CH:50]=[CH:49][C:48]=1[CH2:53][N:54]1[CH2:55][CH2:56][N:57]([C:67]2[CH:95]=[CH:94][C:70]([CH2:71][N:72]3[C:76]4[CH:77]=[C:78]([CH3:81])[CH:79]=[CH:80][C:75]=4[N:74]([CH2:82][CH2:83][CH2:84][O:85][C:86]4[CH:87]=[CH:88][C:89]([F:92])=[CH:90][CH:91]=4)[C:73]3=[NH:93])=[CH:69][CH:68]=2)[CH2:58][CH2:59]1. The yield is 0.110. (7) The reactants are [C:1]([C:4]1[CH:5]=[CH:6][C:7]2[N:8]([C:10]([CH2:13][NH:14][C:15](=[O:21])[O:16][C:17]([CH3:20])([CH3:19])[CH3:18])=[N:11][N:12]=2)[N:9]=1)(=[O:3])[NH2:2].C([O:26]C(CC1N2N=C(C(O)=O)C=CC2=NN=1)=O)(C)(C)C.CN(C(ON1N=NC2C=CC=NC1=2)=[N+](C)C)C.F[P-](F)(F)(F)(F)F.C(N(CC)CC)C. The catalyst is CN(C=O)C. The product is [CH3:1][OH:3].[NH4+:2].[OH-:26].[C:1]([C:4]1[CH:5]=[CH:6][C:7]2[N:8]([C:10]([CH2:13][NH:14][C:15](=[O:21])[O:16][C:17]([CH3:19])([CH3:18])[CH3:20])=[N:11][N:12]=2)[N:9]=1)(=[O:3])[NH2:2]. The yield is 0.0100.